Dataset: Reaction yield outcomes from USPTO patents with 853,638 reactions. Task: Predict the reaction yield, written as a fraction of the theoretical maximum amount of product (1.0 means a 100% yield; for example, 0.34 means a 34% yield). (1) The reactants are [Cl:1][C:2]1[N:10](CC=C)[C:9]2[C:8](=[O:14])[NH:7][C:6](=[O:15])[N:5]([CH2:16][CH2:17][CH2:18][CH2:19][CH3:20])[C:4]=2[N:3]=1.[C:21]1([CH2:27][C:28]2[O:32][N:31]=[C:30]([CH2:33][CH2:34][CH2:35]O)[N:29]=2)[CH:26]=[CH:25][CH:24]=[CH:23][CH:22]=1.C1C=CC(COC(/N=N/C(OCC2C=CC=CC=2)=O)=O)=CC=1.C1(P(C2C=CC=CC=2)C2C=CC=CC=2)C=CC=CC=1.N1CCOCC1. The catalyst is C1COCC1.C1C=CC([P]([Pd]([P](C2C=CC=CC=2)(C2C=CC=CC=2)C2C=CC=CC=2)([P](C2C=CC=CC=2)(C2C=CC=CC=2)C2C=CC=CC=2)[P](C2C=CC=CC=2)(C2C=CC=CC=2)C2C=CC=CC=2)(C2C=CC=CC=2)C2C=CC=CC=2)=CC=1. The product is [Cl:1][C:2]1[NH:10][C:9]2[C:8](=[O:14])[N:7]([CH2:35][CH2:34][CH2:33][C:30]3[N:29]=[C:28]([CH2:27][C:21]4[CH:26]=[CH:25][CH:24]=[CH:23][CH:22]=4)[O:32][N:31]=3)[C:6](=[O:15])[N:5]([CH2:16][CH2:17][CH2:18][CH2:19][CH3:20])[C:4]=2[N:3]=1. The yield is 0.200. (2) The reactants are [NH:1]1[C:9]2[C:4](=[CH:5][CH:6]=[CH:7][CH:8]=2)[C:3]([C:10]([O:12][CH3:13])=[O:11])=[N:2]1.[CH:14]1(O)[CH2:19][CH2:18][CH2:17][CH2:16][CH2:15]1.C1(P(C2C=CC=CC=2)C2C=CC=CC=2)C=CC=CC=1.C1(C)C=CC=CC=1.N(C(OCC)=O)=NC(OCC)=O. The catalyst is O1CCCC1. The product is [CH:14]1([N:1]2[C:9]3[C:4](=[CH:5][CH:6]=[CH:7][CH:8]=3)[C:3]([C:10]([O:12][CH3:13])=[O:11])=[N:2]2)[CH2:19][CH2:18][CH2:17][CH2:16][CH2:15]1. The yield is 0.930. (3) The reactants are [CH:1]([O:4][C:5]1[CH:10]=[CH:9][C:8]([CH2:11][C:12]([OH:14])=[O:13])=[CH:7][CH:6]=1)([CH3:3])[CH3:2].[F:15][C:16]1[CH:23]=[CH:22][C:19]([CH:20]=O)=[CH:18][C:17]=1[O:24][CH3:25].CC(OC(C)=O)=O.CCN(CC)CC. The yield is 0.650. The catalyst is O.CCOC(C)=O. The product is [F:15][C:16]1[CH:23]=[CH:22][C:19](/[CH:20]=[C:11](\[C:8]2[CH:9]=[CH:10][C:5]([O:4][CH:1]([CH3:3])[CH3:2])=[CH:6][CH:7]=2)/[C:12]([OH:14])=[O:13])=[CH:18][C:17]=1[O:24][CH3:25]. (4) The reactants are [CH:1]1([C:4]2[N:11]=[C:10]([C:12]([F:15])([F:14])[F:13])[CH:9]=[CH:8][C:5]=2[CH:6]=O)[CH2:3][CH2:2]1.[N+:16]([CH3:19])([O-:18])=[O:17].Cl.CN.C([O-])(=O)C.[Na+]. No catalyst specified. The product is [CH:1]1([C:4]2[C:5](/[CH:6]=[CH:19]/[N+:16]([O-:18])=[O:17])=[CH:8][CH:9]=[C:10]([C:12]([F:15])([F:14])[F:13])[N:11]=2)[CH2:3][CH2:2]1. The yield is 0.167. (5) The reactants are C[O:2][C:3](=[O:32])[CH2:4][O:5][C:6]1[CH:14]=[C:13]2[CH2:15][CH2:16][CH2:17][C:12]2=[C:11]2[C:7]=1[C:8]([C:27](=[O:31])[C:28]([NH2:30])=[O:29])=[C:9]([CH3:26])[N:10]2[CH2:18][C:19]1[CH:24]=[CH:23][CH:22]=[CH:21][C:20]=1[Br:25].[OH-].[Li+].Cl. The catalyst is CO.O. The product is [NH2:30][C:28](=[O:29])[C:27]([C:8]1[C:7]2[C:11](=[C:12]3[CH2:17][CH2:16][CH2:15][C:13]3=[CH:14][C:6]=2[O:5][CH2:4][C:3]([OH:32])=[O:2])[N:10]([CH2:18][C:19]2[CH:24]=[CH:23][CH:22]=[CH:21][C:20]=2[Br:25])[C:9]=1[CH3:26])=[O:31]. The yield is 0.350.